This data is from Reaction yield outcomes from USPTO patents with 853,638 reactions. The task is: Predict the reaction yield, written as a fraction of the theoretical maximum amount of product (1.0 means a 100% yield; for example, 0.34 means a 34% yield). (1) The reactants are [Cl:1][C:2]1[CH:7]=[CH:6][N:5]=[C:4]2[CH:8]=[CH:9][S:10][C:3]=12.[Li]CCCC.[O:16]1[CH2:21][CH2:20][CH2:19][O:18][CH:17]1[C:22]1[N:26]([CH3:27])[C:25](I)=[N:24][CH:23]=1. The catalyst is C1COCC1.[OH-].[NH4+].CCOC(C)=O.[Cl-].[Cl-].[Zn+2].C1C=CC([P]([Pd]([P](C2C=CC=CC=2)(C2C=CC=CC=2)C2C=CC=CC=2)([P](C2C=CC=CC=2)(C2C=CC=CC=2)C2C=CC=CC=2)[P](C2C=CC=CC=2)(C2C=CC=CC=2)C2C=CC=CC=2)(C2C=CC=CC=2)C2C=CC=CC=2)=CC=1. The product is [O:18]1[CH2:19][CH2:20][CH2:21][O:16][CH:17]1[C:22]1[N:26]([CH3:27])[C:25]([C:9]2[S:10][C:3]3[C:4](=[N:5][CH:6]=[CH:7][C:2]=3[Cl:1])[CH:8]=2)=[N:24][CH:23]=1. The yield is 0.870. (2) The reactants are Br[C:2]1[CH:7]=[C:6]([C:8]2[CH:13]=[CH:12][CH:11]=[CH:10][CH:9]=2)[CH:5]=[CH:4][N:3]=1.[NH2:14][C:15]1[CH:20]=[CH:19][CH:18]=[CH:17][N:16]=1.CC(C)([O-])C.[K+]. The catalyst is C1(C)C=CC=CC=1.C(Cl)Cl.C1C=CC(/C=C/C(/C=C/C2C=CC=CC=2)=O)=CC=1.C1C=CC(/C=C/C(/C=C/C2C=CC=CC=2)=O)=CC=1.C1C=CC(/C=C/C(/C=C/C2C=CC=CC=2)=O)=CC=1.[Pd].[Pd]. The product is [C:8]1([C:6]2[CH:5]=[CH:4][N:3]=[C:2]([NH:14][C:15]3[CH:20]=[CH:19][CH:18]=[CH:17][N:16]=3)[CH:7]=2)[CH:13]=[CH:12][CH:11]=[CH:10][CH:9]=1. The yield is 0.620. (3) The reactants are [CH3:1][Si:2]([C:7]1[CH:12]=[CH:11][CH:10]=[CH:9][CH:8]=1)([O:5][CH3:6])[O:3][CH3:4].[CH3:13][C:14]([CH3:18])=[CH:15]CO. No catalyst specified. The product is [CH3:1][Si:2]([C:7]1[CH:12]=[CH:11][CH:10]=[CH:9][CH:8]=1)([O:3][CH3:4])[O:5][CH2:6][CH:13]=[C:14]([CH3:18])[CH3:15]. The yield is 0.680. (4) The reactants are O=P12OP3(OP(OP(O3)(O1)=O)(=O)O2)=O.[CH2:15]([O:17][C:18]([C:20]1[C:21]([CH2:26][CH2:27][C:28]([OH:30])=O)=[CH:22][NH:23][C:24]=1[CH3:25])=[O:19])[CH3:16]. No catalyst specified. The product is [CH2:15]([O:17][C:18]([C:20]1[C:21]2[CH2:26][CH2:27][C:28](=[O:30])[C:22]=2[NH:23][C:24]=1[CH3:25])=[O:19])[CH3:16]. The yield is 0.850.